This data is from PAMPA (Parallel Artificial Membrane Permeability Assay) permeability data from NCATS. The task is: Regression/Classification. Given a drug SMILES string, predict its absorption, distribution, metabolism, or excretion properties. Task type varies by dataset: regression for continuous measurements (e.g., permeability, clearance, half-life) or binary classification for categorical outcomes (e.g., BBB penetration, CYP inhibition). Dataset: pampa_ncats. (1) The molecule is CC(=O)N1CCC2(CCCN(C2)C3=CC=C(C=C3)C4=CC=CC=C4)CC1. The result is 1 (high permeability). (2) The drug is COC1=CC=C(C=C1)N2C(=O)NC(=N2)C3CCCN(C3)C(=O)C4=CC=CC=C4. The result is 0 (low-to-moderate permeability). (3) The compound is CC1=CC(=NC=C1)NC(=S)N2CCN(CC2)C3=CC=CC(=C3)C(F)(F)F. The result is 1 (high permeability). (4) The compound is CN1C2=C(CN(CC2)CC3=CC=C(C=C3)OC)C(=O)N4C1=C(C=N4)C(=O)N5CCN(CC5)C6=CC=CC=C6OC. The result is 1 (high permeability). (5) The compound is CC1=CC(=C(O1)C)S(=O)(=O)NC2=C(C=CN=C2)C(=O)NC3=NC(=CS3)C4=CC=CC=C4. The result is 1 (high permeability). (6) The drug is C1C(C2=C(NC1=O)N=C(S2)N)C3=CC=CC=C3OCC4=CC=CC=C4Cl. The result is 1 (high permeability). (7) The molecule is CC1=C(NC2=CC=CC=C12)CN(C)C3=NC(=NC(=C3)C4CC(C4)O)N. The result is 0 (low-to-moderate permeability).